The task is: Predict the reactants needed to synthesize the given product.. This data is from Full USPTO retrosynthesis dataset with 1.9M reactions from patents (1976-2016). (1) Given the product [CH2:26]([O:33][C:34]1[CH:39]=[C:38]([C:12]2[C:13]([CH3:14])=[C:8]([C:6]#[N:7])[C:9]([NH:19][C:20](=[O:25])[C:21]([F:24])([F:23])[F:22])=[C:10]([O:17][CH3:18])[C:11]=2[F:16])[CH:37]=[CH:36][CH:35]=1)[C:27]1[CH:32]=[CH:31][CH:30]=[CH:29][CH:28]=1, predict the reactants needed to synthesize it. The reactants are: CN(C)C=O.[C:6]([C:8]1[C:13]([CH3:14])=[C:12](I)[C:11]([F:16])=[C:10]([O:17][CH3:18])[C:9]=1[NH:19][C:20](=[O:25])[C:21]([F:24])([F:23])[F:22])#[N:7].[CH2:26]([O:33][C:34]1[CH:35]=[C:36](B(O)O)[CH:37]=[CH:38][CH:39]=1)[C:27]1[CH:32]=[CH:31][CH:30]=[CH:29][CH:28]=1. (2) Given the product [C:1]1([S:7]([N:10]2[CH2:14][CH:13]([C:15]([N:37]3[CH2:38][CH2:39][N:34]([C:29]4[C:28]([Cl:27])=[CH:33][CH:32]=[CH:31][N:30]=4)[CH2:35][CH2:36]3)=[O:16])[N:12]([C:18]3[CH:23]=[CH:22][CH:21]=[CH:20][C:19]=3[Cl:24])[C:11]2=[O:25])(=[O:9])=[O:8])[CH:6]=[CH:5][CH:4]=[CH:3][CH:2]=1, predict the reactants needed to synthesize it. The reactants are: [C:1]1([S:7]([N:10]2[CH2:14][CH:13]([C:15](O)=[O:16])[N:12]([C:18]3[CH:23]=[CH:22][CH:21]=[CH:20][C:19]=3[Cl:24])[C:11]2=[O:25])(=[O:9])=[O:8])[CH:6]=[CH:5][CH:4]=[CH:3][CH:2]=1.Cl.[Cl:27][C:28]1[C:29]([N:34]2[CH2:39][CH2:38][NH:37][CH2:36][CH2:35]2)=[N:30][CH:31]=[CH:32][CH:33]=1. (3) Given the product [CH3:7][C:6]1[C:5]([C:8]([NH:86][C:84]2[CH:85]=[C:80]3[CH:79]=[C:78]([B:73]4[O:74][C:75]([CH3:77])([CH3:76])[C:71]([CH3:88])([CH3:70])[O:72]4)[NH:87][C:81]3=[N:82][CH:83]=2)=[O:10])=[N:4][NH:3][C:2]=1[CH3:1], predict the reactants needed to synthesize it. The reactants are: [CH3:1][C:2]1[C:6]([CH3:7])=[C:5]([C:8]([OH:10])=O)[NH:4][N:3]=1.F[P-](F)(F)(F)(F)F.N1(O[P+](N2CCCC2)(N2CCCC2)N2CCCC2)C2C=CC=CC=2N=N1.ON1C2C=CC=CC=2N=N1.C(N(CC)C(C)C)(C)C.C(N(CC)CC)C.[CH3:70][C:71]1([CH3:88])[C:75]([CH3:77])([CH3:76])[O:74][B:73]([C:78]2[NH:87][C:81]3=[N:82][CH:83]=[C:84]([NH2:86])[CH:85]=[C:80]3[CH:79]=2)[O:72]1. (4) Given the product [Br:12][C:4]1[CH:5]=[C:6]([CH:9]=[CH:10][C:3]=1[N:2]([CH3:11])[CH3:1])[C:7]#[N:8], predict the reactants needed to synthesize it. The reactants are: [CH3:1][N:2]([CH3:11])[C:3]1[CH:10]=[CH:9][C:6]([C:7]#[N:8])=[CH:5][CH:4]=1.[Br:12]N1C(=O)CCC1=O. (5) Given the product [Cl:1][C:2]1[CH:10]=[CH:9][C:5]([C:6]([NH:28][CH:25]([CH3:27])[CH3:26])=[O:8])=[CH:4][C:3]=1[C:11]#[N:12], predict the reactants needed to synthesize it. The reactants are: [Cl:1][C:2]1[CH:10]=[CH:9][C:5]([C:6]([OH:8])=O)=[CH:4][C:3]=1[C:11]#[N:12].C(N1C=CN=C1)(N1C=CN=C1)=O.[CH:25]([NH2:28])([CH3:27])[CH3:26]. (6) The reactants are: [H-].[Na+].[OH:3][CH2:4][CH2:5][NH:6][C:7](=[O:10])[CH2:8][CH3:9].Cl[C:12]1[N:17]=[CH:16][C:15]([C:18]([N:20]2[C@H:24]([CH2:25][CH:26]([CH3:28])[CH3:27])[CH2:23][O:22][C:21]2([CH3:30])[CH3:29])=[O:19])=[CH:14][C:13]=1[C:31]1[CH:36]=[CH:35][C:34]([Cl:37])=[CH:33][CH:32]=1.O. Given the product [Cl:37][C:34]1[CH:35]=[CH:36][C:31]([C:13]2[C:12]([O:3][CH2:4][CH2:5][NH:6][C:7](=[O:10])[CH2:8][CH3:9])=[N:17][CH:16]=[C:15]([C:18]([N:20]3[C@H:24]([CH2:25][CH:26]([CH3:28])[CH3:27])[CH2:23][O:22][C:21]3([CH3:30])[CH3:29])=[O:19])[CH:14]=2)=[CH:32][CH:33]=1, predict the reactants needed to synthesize it. (7) Given the product [CH2:15]([C:14]1[N:9]([C:3]2[CH:8]=[CH:7][CH:6]=[CH:5][CH:4]=2)[C:10]([SH:11])=[N:12][N:13]=1)[C:16]1[CH:21]=[CH:20][CH:19]=[CH:18][CH:17]=1, predict the reactants needed to synthesize it. The reactants are: [OH-].[Na+].[C:3]1([NH:9][C:10]([NH:12][NH:13][C:14](=O)[CH2:15][C:16]2[CH:21]=[CH:20][CH:19]=[CH:18][CH:17]=2)=[S:11])[CH:8]=[CH:7][CH:6]=[CH:5][CH:4]=1. (8) Given the product [F:1][C:2]1[CH:7]=[CH:6][C:5]([CH:8]([C:31]2[CH:36]=[CH:35][C:34]([F:37])=[CH:33][CH:32]=2)[N:9]2[CH2:10][CH2:11][N:12]([C:15](=[O:30])[CH2:16][N:17]3[CH2:22][CH2:21][N:20]([CH3:40])[CH:19]([C:23]4[CH:28]=[CH:27][CH:26]=[CH:25][CH:24]=4)[C:18]3=[O:29])[CH2:13][CH2:14]2)=[CH:4][CH:3]=1, predict the reactants needed to synthesize it. The reactants are: [F:1][C:2]1[CH:7]=[CH:6][C:5]([CH:8]([C:31]2[CH:36]=[CH:35][C:34]([F:37])=[CH:33][CH:32]=2)[N:9]2[CH2:14][CH2:13][N:12]([C:15](=[O:30])[CH2:16][N:17]3[CH2:22][CH2:21][NH:20][CH:19]([C:23]4[CH:28]=[CH:27][CH:26]=[CH:25][CH:24]=4)[C:18]3=[O:29])[CH2:11][CH2:10]2)=[CH:4][CH:3]=1.C=O.[C:40]([BH3-])#N.[Na+]. (9) The reactants are: [C:1]([O:5][C:6](=[O:29])[C:7]1[CH:12]=[CH:11][C:10]([N:13]=[N:14][C:15]2[CH:20]=[CH:19][C:18]([O:21][CH2:22][CH2:23][CH2:24][CH2:25][CH2:26][CH2:27]Br)=[CH:17][CH:16]=2)=[CH:9][CH:8]=1)([CH3:4])([CH3:3])[CH3:2].O.O.O.O.O.[S:35]([O-])([O-])(=O)=S.[Na+].[Na+]. Given the product [C:1]([O:5][C:6](=[O:29])[C:7]1[CH:12]=[CH:11][C:10]([N:13]=[N:14][C:15]2[CH:20]=[CH:19][C:18]([O:21][CH2:22][CH2:23][CH2:24][CH2:25][CH2:26][CH2:27][SH:35])=[CH:17][CH:16]=2)=[CH:9][CH:8]=1)([CH3:4])([CH3:3])[CH3:2], predict the reactants needed to synthesize it. (10) Given the product [C:1]([O:5][C:6]([N:8]1[CH2:13][CH2:12][N:11]([C:26]2[CH:27]=[CH:28][C:23]([O:22][CH2:15][C:16]3[CH:21]=[CH:20][CH:19]=[CH:18][CH:17]=3)=[CH:24][CH:25]=2)[C@H:10]([CH3:14])[CH2:9]1)=[O:7])([CH3:4])([CH3:2])[CH3:3], predict the reactants needed to synthesize it. The reactants are: [C:1]([O:5][C:6]([N:8]1[CH2:13][CH2:12][NH:11][C@H:10]([CH3:14])[CH2:9]1)=[O:7])([CH3:4])([CH3:3])[CH3:2].[CH2:15]([O:22][C:23]1[CH:28]=[CH:27][C:26](Br)=[CH:25][CH:24]=1)[C:16]1[CH:21]=[CH:20][CH:19]=[CH:18][CH:17]=1.CC(C)([O-])C.[Na+].F[B-](F)(F)F.C(P(C(C)(C)C)C(C)(C)C)(C)(C)C.